From a dataset of Full USPTO retrosynthesis dataset with 1.9M reactions from patents (1976-2016). Predict the reactants needed to synthesize the given product. (1) Given the product [CH3:1][O:2][C:3]1[C:10]([O:11][CH3:12])=[CH:9][CH:8]=[CH:7][C:4]=1[CH2:5][NH:6][C:10](=[O:11])[C:3]([NH:21][CH2:20][CH2:19][C:14]1[CH:15]=[CH:16][CH:17]=[CH:18][N:13]=1)=[O:2], predict the reactants needed to synthesize it. The reactants are: [CH3:1][O:2][C:3]1[C:10]([O:11][CH3:12])=[CH:9][CH:8]=[CH:7][C:4]=1[CH2:5][NH2:6].[N:13]1[CH:18]=[CH:17][CH:16]=[CH:15][C:14]=1[CH2:19][CH2:20][NH2:21]. (2) Given the product [Cl:1][C:2]1[CH:3]=[C:4]([C:9]2[N:13]([CH2:16][C:17]3[CH:18]=[N:19][CH:20]=[CH:21][C:22]=3[CH3:23])[N:12]=[N:11][N:10]=2)[CH:5]=[CH:6][C:7]=1[Cl:8], predict the reactants needed to synthesize it. The reactants are: [Cl:1][C:2]1[CH:3]=[C:4]([C:9]2[NH:13][N:12]=[N:11][N:10]=2)[CH:5]=[CH:6][C:7]=1[Cl:8].Cl.Cl[CH2:16][C:17]1[CH:18]=[N:19][CH:20]=[CH:21][C:22]=1[CH3:23].Cl.ClCC1C(C)=NC=CC=1. (3) Given the product [Cl:1][C:2]1[CH:28]=[CH:27][C:5]2[C:6](=[O:26])[N:7]=[C:8]([C:10]3[N:15]=[C:14]([CH2:16][CH2:17][C:18]([OH:20])=[O:19])[CH:13]=[C:12]([CH3:25])[CH:11]=3)[S:9][C:4]=2[CH:3]=1, predict the reactants needed to synthesize it. The reactants are: [Cl:1][C:2]1[CH:28]=[CH:27][C:5]2[C:6](=[O:26])[N:7]=[C:8]([C:10]3[N:15]=[C:14]([CH2:16][CH2:17][C:18]([O:20]C(C)(C)C)=[O:19])[CH:13]=[C:12]([CH3:25])[CH:11]=3)[S:9][C:4]=2[CH:3]=1. (4) The reactants are: [F:1][C:2]1[CH:3]=[CH:4][C:5]2[N:6]([C:8]([C:11]3[N:16]=[C:15]([O:17]C)[C:14]([CH3:19])=[CH:13][N:12]=3)=[CH:9][N:10]=2)[CH:7]=1.[OH-].[K+].FC1C(O)=NC(C2N3C=C(F)C=CC3=NC=2)=NC=1. Given the product [F:1][C:2]1[CH:3]=[CH:4][C:5]2[N:6]([C:8]([C:11]3[N:16]=[C:15]([OH:17])[C:14]([CH3:19])=[CH:13][N:12]=3)=[CH:9][N:10]=2)[CH:7]=1, predict the reactants needed to synthesize it. (5) The reactants are: [Cl:1][C:2]1[CH:11]=[C:10]2[C:5]([C:6](=[O:29])[C:7]([CH2:18][NH:19][C:20]([NH:22][CH:23]3[CH2:28][CH2:27][NH:26][CH2:25][CH2:24]3)=[O:21])=[CH:8][N:9]2[C:12]2[CH:17]=[CH:16][CH:15]=[CH:14][CH:13]=2)=[CH:4][CH:3]=1.[C:30]1([S:36](Cl)(=[O:38])=[O:37])[CH:35]=[CH:34][CH:33]=[CH:32][CH:31]=1. Given the product [Cl:1][C:2]1[CH:11]=[C:10]2[C:5]([C:6](=[O:29])[C:7]([CH2:18][NH:19][C:20]([NH:22][CH:23]3[CH2:28][CH2:27][N:26]([S:36]([C:30]4[CH:35]=[CH:34][CH:33]=[CH:32][CH:31]=4)(=[O:38])=[O:37])[CH2:25][CH2:24]3)=[O:21])=[CH:8][N:9]2[C:12]2[CH:13]=[CH:14][CH:15]=[CH:16][CH:17]=2)=[CH:4][CH:3]=1, predict the reactants needed to synthesize it. (6) Given the product [C:30]([CH2:32][C:33]1([N:27]2[CH:28]=[C:24]([B:19]3[O:20][C:21]([CH3:22])([CH3:23])[C:17]([CH3:29])([CH3:16])[O:18]3)[CH:25]=[N:26]2)[CH2:36][N:35]([C:37]([O:39][C:40]([CH3:43])([CH3:42])[CH3:41])=[O:38])[CH2:34]1)#[N:31], predict the reactants needed to synthesize it. The reactants are: C(O)(C)C.N12CCCNC1CCCC=C2.[CH3:16][C:17]1([CH3:29])[C:21]([CH3:23])([CH3:22])[O:20][B:19]([C:24]2[CH:25]=[N:26][NH:27][CH:28]=2)[O:18]1.[C:30]([CH:32]=[C:33]1[CH2:36][N:35]([C:37]([O:39][C:40]([CH3:43])([CH3:42])[CH3:41])=[O:38])[CH2:34]1)#[N:31]. (7) Given the product [O:25]=[C:19]1[CH:18]([N:12]2[CH2:11][C:10]3[C:14](=[CH:15][CH:16]=[C:8]([CH2:7][NH:6][C:37]([NH:36][C:26]4[C:35]5[C:30](=[CH:31][CH:32]=[CH:33][CH:34]=5)[CH:29]=[CH:28][CH:27]=4)=[O:38])[CH:9]=3)[C:13]2=[O:17])[CH2:23][CH2:22][C:21](=[O:24])[NH:20]1, predict the reactants needed to synthesize it. The reactants are: CS(O)(=O)=O.[NH2:6][CH2:7][C:8]1[CH:9]=[C:10]2[C:14](=[CH:15][CH:16]=1)[C:13](=[O:17])[N:12]([CH:18]1[CH2:23][CH2:22][C:21](=[O:24])[NH:20][C:19]1=[O:25])[CH2:11]2.[C:26]1([N:36]=[C:37]=[O:38])[C:35]2[C:30](=[CH:31][CH:32]=[CH:33][CH:34]=2)[CH:29]=[CH:28][CH:27]=1.Cl. (8) Given the product [CH3:12][N:13]([CH3:28])[CH2:14][CH2:15][NH:16][C:17]([C:19]1[C:23]([CH3:24])=[C:22]([CH:25]=[C:5]2[C:4]3[C:8](=[CH:9][CH:10]=[C:2]([F:1])[CH:3]=3)[NH:7][C:6]2=[O:11])[NH:21][C:20]=1[CH3:27])=[O:18], predict the reactants needed to synthesize it. The reactants are: [F:1][C:2]1[CH:3]=[C:4]2[C:8](=[CH:9][CH:10]=1)[NH:7][C:6](=[O:11])[CH2:5]2.[CH3:12][N:13]([CH3:28])[CH2:14][CH2:15][NH:16][C:17]([C:19]1[C:23]([CH3:24])=[C:22]([CH:25]=O)[NH:21][C:20]=1[CH3:27])=[O:18]. (9) Given the product [CH:2]([C:3]1[C:12]2[O:11][C:10]([CH3:13])=[CH:9][C:8](=[O:14])[C:7]=2[C:6]([C:15]#[N:16])=[CH:5][CH:4]=1)=[O:22], predict the reactants needed to synthesize it. The reactants are: Br[CH:2](Br)[C:3]1[C:12]2[O:11][C:10]([CH3:13])=[CH:9][C:8](=[O:14])[C:7]=2[C:6]([C:15]#[N:16])=[CH:5][CH:4]=1.C[N+]1([O-])CC[O:22]CC1.